Dataset: Full USPTO retrosynthesis dataset with 1.9M reactions from patents (1976-2016). Task: Predict the reactants needed to synthesize the given product. (1) Given the product [C:17]([O:16][C:14]([NH:1][C:2]1[CH:3]=[CH:4][C:5]([CH2:8][C:9]([O:11][CH2:12][CH3:13])=[O:10])=[N:6][CH:7]=1)=[O:15])([CH3:20])([CH3:19])[CH3:18], predict the reactants needed to synthesize it. The reactants are: [NH2:1][C:2]1[CH:3]=[CH:4][C:5]([CH2:8][C:9]([O:11][CH2:12][CH3:13])=[O:10])=[N:6][CH:7]=1.[C:14](O[C:14]([O:16][C:17]([CH3:20])([CH3:19])[CH3:18])=[O:15])([O:16][C:17]([CH3:20])([CH3:19])[CH3:18])=[O:15]. (2) Given the product [Br:31][C:3]1[C:2]([OH:1])=[CH:11][CH:10]=[C:9]2[C:4]=1[CH:5]=[CH:6][C:7]([CH2:12][N:13]([CH3:30])[C:14]([C:16]1[CH:17]=[N:18][N:19]([C:24]3[CH:25]=[CH:26][CH:27]=[CH:28][CH:29]=3)[C:20]=1[CH2:21][CH2:22][CH3:23])=[O:15])=[CH:8]2, predict the reactants needed to synthesize it. The reactants are: [OH:1][C:2]1[CH:3]=[C:4]2[C:9](=[CH:10][CH:11]=1)[CH:8]=[C:7]([CH2:12][N:13]([CH3:30])[C:14]([C:16]1[CH:17]=[N:18][N:19]([C:24]3[CH:29]=[CH:28][CH:27]=[CH:26][CH:25]=3)[C:20]=1[CH2:21][CH2:22][CH3:23])=[O:15])[CH:6]=[CH:5]2.[Br:31]Br. (3) The reactants are: [CH3:1][C:2]1[C:10]2[C:5](=[CH:6][CH:7]=[CH:8][C:9]=2[CH3:11])[N:4]([CH2:12][CH2:13][C:14]([NH:16][NH2:17])=[O:15])[CH:3]=1.[F:18][C:19]1[CH:26]=[C:25]([O:27][CH3:28])[C:24]([O:29][CH3:30])=[CH:23][C:20]=1[CH:21]=O. Given the product [CH3:1][C:2]1[C:10]2[C:5](=[CH:6][CH:7]=[CH:8][C:9]=2[CH3:11])[N:4]([CH2:12][CH2:13][C:14]([NH:16][N:17]=[CH:21][C:20]2[CH:23]=[C:24]([O:29][CH3:30])[C:25]([O:27][CH3:28])=[CH:26][C:19]=2[F:18])=[O:15])[CH:3]=1, predict the reactants needed to synthesize it. (4) Given the product [CH3:31][N:25]1[C:22]2[C:23](=[O:24])[N:18]([CH2:17][CH2:16][O:15][C:11]3[CH:10]=[C:9]([CH:14]=[CH:13][CH:12]=3)[O:8][C:5]([CH3:6])([CH3:7])[C:4]([OH:33])=[O:3])[C:19]([CH3:32])=[N:20][C:21]=2[C:27]([CH2:28][CH2:29][CH3:30])=[N:26]1, predict the reactants needed to synthesize it. The reactants are: C([O:3][C:4](=[O:33])[C:5]([O:8][C:9]1[CH:14]=[CH:13][CH:12]=[C:11]([O:15][CH2:16][CH2:17][N:18]2[C:23](=[O:24])[C:22]3[N:25]([CH3:31])[N:26]=[C:27]([CH2:28][CH2:29][CH3:30])[C:21]=3[N:20]=[C:19]2[CH3:32])[CH:10]=1)([CH3:7])[CH3:6])C.O.C(=O)([O-])[O-].[Na+].[Na+]. (5) Given the product [NH2:53][C:43]1[S:44][CH2:45][C@@H:46]2[CH2:47][C@H:48]([O:50][CH2:51][CH3:52])[CH2:49][C@:41]2([C:39]2[CH:40]=[C:35]([NH:34][C:19]([C:24]3[CH:23]=[CH:22][C:21]([C:20]#[N:25])=[CH:69][N:65]=3)=[O:72])[CH:36]=[CH:37][C:38]=2[F:61])[N:42]=1, predict the reactants needed to synthesize it. The reactants are: C1CN([P+](ON2N=[N:25][C:20]3[CH:21]=[CH:22][CH:23]=[CH:24][C:19]2=3)(N2CCCC2)N2CCCC2)CC1.F[P-](F)(F)(F)(F)F.[NH2:34][C:35]1[CH:36]=[CH:37][C:38]([F:61])=[C:39]([C@:41]23[CH2:49][C@@H:48]([O:50][CH2:51][CH3:52])[CH2:47][C@H:46]2[CH2:45][S:44][C:43]([NH:53]C(=O)OC(C)(C)C)=[N:42]3)[CH:40]=1.C([N:65]([CH2:69]C)C(C)C)(C)C.C(=O)(O)[O-:72].[Na+]. (6) Given the product [CH2:32]([N:34]1[C:46]2[CH:45]=[CH:44][C:43]([NH:47][C:10]([C@@H:9]3[CH2:13][C:14](=[CH2:16])[CH2:15][N:8]3[C:6]([C:23]3[C:18](=[O:17])[O:19][C:20]([CH2:27][CH2:28][CH2:29][CH2:30][CH3:31])=[CH:21][CH:22]=3)=[O:7])=[O:12])=[CH:42][C:41]=2[C:40]2[C:35]1=[CH:36][CH:37]=[CH:38][CH:39]=2)[CH3:33], predict the reactants needed to synthesize it. The reactants are: C(O[C:6]([N:8]1[CH2:15][C:14](=[CH2:16])[CH2:13][C@H:9]1[C:10]([OH:12])=O)=[O:7])(C)(C)C.[O:17]=[C:18]1[C:23](C(Cl)=O)=[CH:22][CH:21]=[C:20]([CH2:27][CH2:28][CH2:29][CH2:30][CH3:31])[O:19]1.[CH2:32]([N:34]1[C:46]2[CH:45]=[CH:44][C:43]([NH2:47])=[CH:42][C:41]=2[C:40]2[C:35]1=[CH:36][CH:37]=[CH:38][CH:39]=2)[CH3:33].